This data is from Full USPTO retrosynthesis dataset with 1.9M reactions from patents (1976-2016). The task is: Predict the reactants needed to synthesize the given product. (1) Given the product [S:1]1[CH:5]=[CH:4][C:3]([C:6]2[C:7]([C:15]3[CH:16]=[CH:17][C:18]([CH:19]=[O:20])=[CH:21][CH:22]=3)=[N:8][C:9]3[N:10]([CH:27]=[CH:26][N:25]=3)[CH:11]=2)=[CH:2]1, predict the reactants needed to synthesize it. The reactants are: [S:1]1[CH:5]=[CH:4][C:3]([C:6]2[C:7]([C:15]3[CH:22]=[CH:21][C:18]([CH:19]=[O:20])=[CH:17][CH:16]=3)=[N:8][C:9]3[N:10](N=CC=3)[CH:11]=2)=[CH:2]1.NC1[NH:25][CH:26]=[CH:27]N=1. (2) Given the product [Br:1][C:2]1[CH:7]=[CH:6][C:5]([CH3:8])=[C:4]([C:23]([C:22]2[CH:26]=[CH:27][C:28]([N+:30]([O-:32])=[O:31])=[CH:29][C:21]=2[Cl:20])=[O:24])[CH:3]=1, predict the reactants needed to synthesize it. The reactants are: [Br:1][C:2]1[CH:7]=[CH:6][C:5]([CH3:8])=[C:4](I)[CH:3]=1.C([Mg]Cl)(C)C.C1COCC1.[Cl:20][C:21]1[CH:29]=[C:28]([N+:30]([O-:32])=[O:31])[CH:27]=[CH:26][C:22]=1[C:23](Cl)=[O:24]. (3) Given the product [CH2:1]([C:8]1[O:9][C:10]2[CH:31]=[CH:30][CH:29]=[CH:28][C:11]=2[C:12]=1[C:13]1[CH:18]=[CH:17][C:16]([C:19]2[CH:20]=[C:21]([Br:27])[C:22]([O:26][C@H:35]([CH2:36][CH:37]([CH3:39])[CH3:38])[C:34]([OH:41])=[O:33])=[C:23]([Br:25])[CH:24]=2)=[CH:15][CH:14]=1)[C:2]1[CH:3]=[CH:4][CH:5]=[CH:6][CH:7]=1, predict the reactants needed to synthesize it. The reactants are: [CH2:1]([C:8]1[O:9][C:10]2[CH:31]=[CH:30][CH:29]=[CH:28][C:11]=2[C:12]=1[C:13]1[CH:18]=[CH:17][C:16]([C:19]2[CH:24]=[C:23]([Br:25])[C:22]([OH:26])=[C:21]([Br:27])[CH:20]=2)=[CH:15][CH:14]=1)[C:2]1[CH:7]=[CH:6][CH:5]=[CH:4][CH:3]=1.C[O:33][C:34](=[O:41])[C@@H:35](O)[CH2:36][CH:37]([CH3:39])[CH3:38]. (4) Given the product [C:12]([N:8]1[C:9]([CH2:10][O:17][CH3:16])=[C:5]([C:3]([OH:2])=[O:4])[CH:6]=[N:7]1)([CH3:15])([CH3:14])[CH3:13], predict the reactants needed to synthesize it. The reactants are: C[O:2][C:3]([C:5]1[CH:6]=[N:7][N:8]([C:12]([CH3:15])([CH3:14])[CH3:13])[C:9]=1[CH2:10]Br)=[O:4].[CH3:16][O-:17].[Na+]. (5) Given the product [CH3:1][C:2]1[S:3][C:4]([CH3:32])=[C:5]([CH2:21][C:22]2[CH:23]=[CH:24][C:25]([C:28]([F:30])([F:31])[F:29])=[CH:26][CH:27]=2)[C:6]=1[C:7]([NH:9][C@H:10]([C:12]1[CH:20]=[CH:19][C:15]([C:16]([NH:37][S:34]([CH3:33])(=[O:36])=[O:35])=[O:18])=[CH:14][CH:13]=1)[CH3:11])=[O:8], predict the reactants needed to synthesize it. The reactants are: [CH3:1][C:2]1[S:3][C:4]([CH3:32])=[C:5]([CH2:21][C:22]2[CH:27]=[CH:26][C:25]([C:28]([F:31])([F:30])[F:29])=[CH:24][CH:23]=2)[C:6]=1[C:7]([NH:9][C@H:10]([C:12]1[CH:20]=[CH:19][C:15]([C:16]([OH:18])=O)=[CH:14][CH:13]=1)[CH3:11])=[O:8].[CH3:33][S:34]([NH2:37])(=[O:36])=[O:35].Cl.CN(C)CCCN=C=NCC. (6) Given the product [Cl:1][C:2]1[C:11]([OH:12])=[CH:10][C:9]([OH:8])=[C:4]([C:5]2[C:6]([C:16]3[CH:21]=[CH:20][C:19]([O:22][CH3:23])=[CH:18][CH:17]=3)=[C:7]([C:13]([OH:15])=[O:14])[NH:26][N:27]=2)[CH:3]=1, predict the reactants needed to synthesize it. The reactants are: [Cl:1][C:2]1[CH:3]=[C:4]2[C:9](=[CH:10][C:11]=1[OH:12])[O:8][C:7]([C:13]([OH:15])=[O:14])=[C:6]([C:16]1[CH:21]=[CH:20][C:19]([O:22][CH3:23])=[CH:18][CH:17]=1)[C:5]2=O.O.[NH2:26][NH2:27]. (7) Given the product [F:1][C:2]1[CH:9]=[CH:8][C:5]([C:6]#[N:7])=[CH:4][C:3]=1[C:10]([C:12]1[CH:21]=[CH:20][C:19]2[C:14](=[CH:15][CH:16]=[C:17]([O:22][CH2:27][CH2:28][N:29]3[CH2:33][CH2:32][CH2:31][CH2:30]3)[CH:18]=2)[CH:13]=1)=[O:11], predict the reactants needed to synthesize it. The reactants are: [F:1][C:2]1[CH:9]=[CH:8][C:5]([C:6]#[N:7])=[CH:4][C:3]=1[C:10]([C:12]1[CH:21]=[CH:20][C:19]2[C:14](=[CH:15][CH:16]=[C:17]([OH:22])[CH:18]=2)[CH:13]=1)=[O:11].[OH-].[Na+].Cl.Cl[CH2:27][CH2:28][N:29]1[CH2:33][CH2:32][CH2:31][CH2:30]1. (8) Given the product [F:21][C:22]1[CH:31]=[CH:30][C:29]([F:32])=[CH:28][C:23]=1[C:24]1[N:26]=[C:18]([C:11]2[N:10]=[N:9][N:8]([C:3]3[CH:4]=[CH:5][CH:6]=[CH:7][C:2]=3[F:1])[C:12]=2[CH:13]2[CH2:17][CH2:16][CH2:15][O:14]2)[O:20][N:25]=1, predict the reactants needed to synthesize it. The reactants are: [F:1][C:2]1[CH:7]=[CH:6][CH:5]=[CH:4][C:3]=1[N:8]1[C:12]([CH:13]2[CH2:17][CH2:16][CH2:15][O:14]2)=[C:11]([C:18]([OH:20])=O)[N:10]=[N:9]1.[F:21][C:22]1[CH:31]=[CH:30][C:29]([F:32])=[CH:28][C:23]=1[C:24](=[N:26]O)[NH2:25]. (9) Given the product [CH3:23][N:11]([CH:9]1[C:10]2[N:1]=[CH:2][CH:3]=[CH:4][C:5]=2[CH2:6][CH2:7][CH2:8]1)[CH2:12][C:13]([O:15][CH2:16][C:17]1[CH:22]=[CH:21][CH:20]=[CH:19][CH:18]=1)=[O:14], predict the reactants needed to synthesize it. The reactants are: [N:1]1[C:10]2[CH:9]([NH:11][CH2:12][C:13]([O:15][CH2:16][C:17]3[CH:22]=[CH:21][CH:20]=[CH:19][CH:18]=3)=[O:14])[CH2:8][CH2:7][CH2:6][C:5]=2[CH:4]=[CH:3][CH:2]=1.[CH3:23]N(CC1N(CC2CCCN(C)C2)C2C=CC=CC=2N=1)C1C2N=CC=CC=2CCC1.